Dataset: Oral bioavailability binary classification data from Ma et al.. Task: Regression/Classification. Given a drug SMILES string, predict its absorption, distribution, metabolism, or excretion properties. Task type varies by dataset: regression for continuous measurements (e.g., permeability, clearance, half-life) or binary classification for categorical outcomes (e.g., BBB penetration, CYP inhibition). Dataset: bioavailability_ma. (1) The drug is CC(=O)OCC(CCn1cnc2cnc(N)nc21)COC(C)=O. The result is 1 (high bioavailability). (2) The result is 0 (low bioavailability). The compound is CC(C)(C)NC(=O)[C@@H]1C[C@@H]2CCCC[C@@H]2CN1C[C@@H](O)[C@H](Cc1ccccc1)NC(=O)[C@H](CC(N)=O)NC(=O)c1ccc2ccccc2n1. (3) The drug is CN1CCN2c3ncccc3Cc3ccccc3C2C1. The result is 1 (high bioavailability). (4) The drug is N[C@@H]1CN(c2c(F)cc3c(=O)c(C(=O)O)cn([C@@H]4C[C@@H]4F)c3c2Cl)CC12CC2.N[C@@H]1CN(c2c(F)cc3c(=O)c(C(=O)O)cn([C@@H]4C[C@@H]4F)c3c2Cl)CC12CC2.O.O.O. The result is 1 (high bioavailability). (5) The drug is CS(=O)(=O)c1ccc(C2=C(c3ccccc3)C(=O)OC2)cc1. The result is 1 (high bioavailability). (6) The molecule is Cc1cccc(C)c1NC(=O)C(C)N. The result is 1 (high bioavailability). (7) The compound is CN(C)CCOC1=Cc2ccccc2Sc2ccc(Cl)cc21. The result is 0 (low bioavailability).